Dataset: Full USPTO retrosynthesis dataset with 1.9M reactions from patents (1976-2016). Task: Predict the reactants needed to synthesize the given product. (1) Given the product [NH:33]1[CH2:26][CH2:25][CH2:30][CH:29]([NH:31][C:14]([C:13]2[C:9]([C:7]3[NH:6][C:5]4[CH:18]=[C:19]([CH3:20])[C:2]([CH3:1])=[CH:3][C:4]=4[N:8]=3)=[N:10][NH:11][C:12]=2[CH3:17])=[O:16])[CH2:28]1, predict the reactants needed to synthesize it. The reactants are: [CH3:1][C:2]1[C:19]([CH3:20])=[CH:18][C:5]2[NH:6][C:7]([C:9]3[C:13]([C:14]([OH:16])=O)=[C:12]([CH3:17])[NH:11][N:10]=3)=[N:8][C:4]=2[CH:3]=1.C(Cl)CCl.[CH:25]1[CH:26]=C[C:28]2[N:33](O)N=[N:31][C:29]=2[CH:30]=1.C(OC(N1CCCC(N)C1)=O)C1C=CC=CC=1. (2) Given the product [F:18][C:19]1[CH:20]=[C:21]([NH:22][C:15](=[O:17])[CH2:14][N:12]2[CH:13]=[C:9]([N+:6]([O-:8])=[O:7])[CH:10]=[N:11]2)[CH:23]=[CH:24][CH:25]=1, predict the reactants needed to synthesize it. The reactants are: P(Cl)(Cl)(Cl)=O.[N+:6]([C:9]1[CH:10]=[N:11][N:12]([CH2:14][C:15]([OH:17])=O)[CH:13]=1)([O-:8])=[O:7].[F:18][C:19]1[CH:20]=[C:21]([CH:23]=[CH:24][CH:25]=1)[NH2:22].N1C=CC=CC=1.C(=O)(O)[O-].[Na+]. (3) Given the product [CH3:1][O:2][C:3]([C:5]1[C:10]([C:11]([O:13][CH3:14])=[O:12])=[CH:9][CH:8]=[C:7]([CH:16]2[CH2:18][CH2:17]2)[N:6]=1)=[O:4], predict the reactants needed to synthesize it. The reactants are: [CH3:1][O:2][C:3]([C:5]1[C:10]([C:11]([O:13][CH3:14])=[O:12])=[CH:9][CH:8]=[C:7](Cl)[N:6]=1)=[O:4].[CH:16]1(B(O)O)[CH2:18][CH2:17]1.[O-]P([O-])([O-])=O.[K+].[K+].[K+].O.C1(P(C2CCCCC2)C2CCCCC2)CCCCC1. (4) Given the product [F:25][C:19]1[CH:20]=[CH:21][CH:22]=[C:23]([F:24])[C:18]=1[CH2:6][N:5]1[C:9]2[CH:10]=[CH:11][CH:12]=[C:13]([C:14]([CH2:31][CH:37]([OH:36])[CH3:33])=[O:15])[C:8]=2[N:7]=[C:4]1[C:3]1[C:2]([F:1])=[CH:29][CH:28]=[CH:27][C:26]=1[F:30], predict the reactants needed to synthesize it. The reactants are: [F:1][C:2]1[CH:29]=[CH:28][CH:27]=[C:26]([F:30])[C:3]=1[CH2:4][N:5]1[C:9]2[CH:10]=[CH:11][CH:12]=[C:13]([C:14](OC)=[O:15])[C:8]=2[N:7]=[C:6]1[C:18]1[C:23]([F:24])=[CH:22][CH:21]=[CH:20][C:19]=1[F:25].[CH3:31][Li].[CH2:33]1[CH2:37][O:36]CC1. (5) Given the product [CH3:19][O:18][C:15]1[CH:16]=[CH:17][C:12]([CH2:11][N:9]2[C:4]3[CH:5]=[CH:6][CH:7]=[CH:8][C:3]=3[N:10]=[C:11]2[C:12]2[CH:17]=[CH:16][C:15]([O:18][CH3:19])=[CH:14][CH:13]=2)=[CH:13][CH:14]=1, predict the reactants needed to synthesize it. The reactants are: [NH4+].[Br-].[C:3]1([NH2:10])[CH:8]=[CH:7][CH:6]=[CH:5][C:4]=1[NH2:9].[CH:11](=O)[C:12]1[CH:17]=[CH:16][C:15]([O:18][CH3:19])=[CH:14][CH:13]=1. (6) Given the product [Br:1][C:2]1[CH:10]=[C:9](/[CH:11]=[CH:12]/[CH:13]([C:18]2[CH:19]=[C:20]([Cl:26])[C:21]([Cl:25])=[C:22]([Cl:24])[CH:23]=2)[C:14]([F:17])([F:15])[F:16])[CH:8]=[CH:7][C:3]=1[C:4]([NH:33][N:32]([CH3:34])[C:30]([NH:29][CH2:27][CH3:28])=[O:31])=[O:5], predict the reactants needed to synthesize it. The reactants are: [Br:1][C:2]1[CH:10]=[C:9](/[CH:11]=[CH:12]/[CH:13]([C:18]2[CH:23]=[C:22]([Cl:24])[C:21]([Cl:25])=[C:20]([Cl:26])[CH:19]=2)[C:14]([F:17])([F:16])[F:15])[CH:8]=[CH:7][C:3]=1[C:4](O)=[O:5].[CH2:27]([NH:29][C:30]([N:32]([CH3:34])[NH2:33])=[O:31])[CH3:28].Cl.CN(C)CCCN=C=NCC.